The task is: Binary Classification. Given a drug SMILES string, predict its activity (active/inactive) in a high-throughput screening assay against a specified biological target.. This data is from In vitro SARS-CoV-2 activity screen of 1,480 approved drugs from Prestwick library. (1) The compound is CCCOc1ccc(C(=O)OCCN(CC)CC)cc1N.Cl. The result is 0 (inactive). (2) The molecule is C#C[C@]1(O)CC[C@H]2[C@H]3[C@H](CC[C@@]21C)C1=C(CC(=O)CC1)C[C@H]3C. The result is 0 (inactive). (3) The compound is N=C(N)c1ccc(OCCCCCOc2ccc(C(=N)N)cc2)cc1.O=S(=O)(O)CCO.O=S(=O)(O)CCO. The result is 0 (inactive). (4) The drug is CN(C)CCCO[C@H]1[C@@H]([C@H](O)CO)O[C@@H]2OC(C)(C)O[C@H]12.Cl. The result is 0 (inactive). (5) The molecule is Nc1ccc(C(=O)NCC(=O)O)cc1. The result is 0 (inactive). (6) The molecule is C[N+]1(C)CCOC(O)(c2ccc(-c3ccc(C4(O)C[N+](C)(C)CCO4)cc3)cc2)C1.[Br-].[Br-]. The result is 0 (inactive). (7) The molecule is CN(C)CCOC(=O)COc1ccc(Cl)cc1.Cl. The result is 0 (inactive).